Task: Predict the reaction yield, written as a fraction of the theoretical maximum amount of product (1.0 means a 100% yield; for example, 0.34 means a 34% yield).. Dataset: Reaction yield outcomes from USPTO patents with 853,638 reactions (1) The reactants are CN(C)/[CH:3]=[C:4](\[F:16])/[C:5]([C:7]1[N:11]([CH:12]([CH3:14])[CH3:13])[C:10]([CH3:15])=[N:9][CH:8]=1)=O.C(=O)(O)O.[NH2:22][C:23]([NH2:25])=[NH:24].CCOCC. The catalyst is C(O)CCC.C(Cl)Cl. The product is [F:16][C:4]1[C:5]([C:7]2[N:11]([CH:12]([CH3:14])[CH3:13])[C:10]([CH3:15])=[N:9][CH:8]=2)=[N:24][C:23]([NH2:25])=[N:22][CH:3]=1. The yield is 0.810. (2) The reactants are [CH:1]([N:4]1[C:8]([C:9]2[N:18]=[C:17]3[N:11]([CH2:12][CH2:13][O:14][C:15]4[CH:22]=[C:21](/[CH:23]=[CH:24]/[S:25]([NH2:28])(=[O:27])=[O:26])[CH:20]=[CH:19][C:16]=43)[CH:10]=2)=[N:7][CH:6]=[N:5]1)([CH3:3])[CH3:2]. The catalyst is C(Cl)Cl.[Pd]. The product is [CH:1]([N:4]1[C:8]([C:9]2[N:18]=[C:17]3[C:16]4[CH:19]=[CH:20][C:21]([CH2:23][CH2:24][S:25]([NH2:28])(=[O:26])=[O:27])=[CH:22][C:15]=4[O:14][CH2:13][CH2:12][N:11]3[CH:10]=2)=[N:7][CH:6]=[N:5]1)([CH3:3])[CH3:2]. The yield is 0.490. (3) The reactants are ClC1C=CC=CC=1C([N:10]([C:14]1[C:15]([C:19]2[CH:24]=[CH:23][C:22](I)=[CH:21][CH:20]=2)=[N:16][O:17][CH:18]=1)[C:11](=[O:13])[O-:12])C.[C:26]([O:32][CH2:33]C)(=[O:31])[CH2:27][CH2:28][CH:29]=[CH2:30].[C:35]1(C)C=[CH:39][CH:38]=[CH:37][C:36]=1P([C:37]1[CH:38]=[CH:39]C=[CH:35][C:36]=1C)[C:37]1[CH:38]=[CH:39]C=[CH:35][C:36]=1C.[ClH:57].C(N(CC)[CH:61]([CH3:63])[CH3:62])C. The catalyst is O1CCOCC1.C([O-])(=O)C.[Pd+2].C([O-])(=O)C. The product is [Cl:57][C:39]1[CH:38]=[CH:37][CH:36]=[CH:35][C:63]=1[CH:61]([O:12][C:11]([NH:10][C:14]1[C:15]([C:19]2[CH:20]=[CH:21][C:22]([CH:30]=[CH:29][CH2:28][CH2:27][C:26]([O:32][CH3:33])=[O:31])=[CH:23][CH:24]=2)=[N:16][O:17][CH:18]=1)=[O:13])[CH3:62]. The yield is 0.636. (4) The reactants are [F:1][C:2]([F:16])([F:15])[O:3][C:4]1[CH:12]=[C:11]([CH:13]=[CH2:14])[CH:10]=[CH:9][C:5]=1[C:6]([OH:8])=[O:7].Br[CH:18]([C:23]1[CH:28]=[C:27]([Cl:29])[C:26]([F:30])=[C:25]([Cl:31])[CH:24]=1)[C:19]([F:22])([F:21])[F:20].N1C=CC=CC=1C1C=CC=CN=1. The catalyst is CN1CCCC1.O.[Cu]Cl. The product is [Cl:29][C:27]1[CH:28]=[C:23]([CH:18]([C:19]([F:22])([F:21])[F:20])/[CH:14]=[CH:13]/[C:11]2[CH:10]=[CH:9][C:5]([C:6]([OH:8])=[O:7])=[C:4]([O:3][C:2]([F:15])([F:16])[F:1])[CH:12]=2)[CH:24]=[C:25]([Cl:31])[C:26]=1[F:30]. The yield is 0.210. (5) The reactants are Br[C:2]1[N:3]=[C:4]([N:7]2[CH2:12][C@H:11]([CH3:13])[O:10][C@H:9]([CH3:14])[CH2:8]2)[S:5][CH:6]=1.C1(P(C2C=CC=CC=2)C2C=CC=CC=2)C=CC=CC=1.[C:34](#[N:36])C. The catalyst is [C-]#N.[Zn+2].[C-]#N.C1C=CC([P]([Pd]([P](C2C=CC=CC=2)(C2C=CC=CC=2)C2C=CC=CC=2)([P](C2C=CC=CC=2)(C2C=CC=CC=2)C2C=CC=CC=2)[P](C2C=CC=CC=2)(C2C=CC=CC=2)C2C=CC=CC=2)(C2C=CC=CC=2)C2C=CC=CC=2)=CC=1. The product is [CH3:14][C@H:9]1[O:10][C@@H:11]([CH3:13])[CH2:12][N:7]([C:4]2[S:5][CH:6]=[C:2]([C:34]#[N:36])[N:3]=2)[CH2:8]1. The yield is 0.600. (6) The reactants are [CH2:1]([O:5][C:6]([C:8]1[N:9]=[C:10]([OH:26])[C:11]2[C:16]([C:17]=1[O:18][CH2:19][C:20]1[CH:25]=[CH:24][CH:23]=[CH:22][CH:21]=1)=[CH:15][CH:14]=[CH:13][CH:12]=2)=[O:7])[CH2:2][CH2:3][CH3:4].[CH2:27](Cl)Cl. The catalyst is O. The product is [CH2:1]([O:5][C:6]([C:8]1[N:9]=[C:10]([O:26][CH3:27])[C:11]2[C:16]([C:17]=1[O:18][CH2:19][C:20]1[CH:21]=[CH:22][CH:23]=[CH:24][CH:25]=1)=[CH:15][CH:14]=[CH:13][CH:12]=2)=[O:7])[CH2:2][CH2:3][CH3:4]. The yield is 0.200. (7) The reactants are [CH3:1][O:2][C:3]1[CH:4]=[C:5]2[C:10](=[CH:11][C:12]=1[N+:13]([O-])=O)[CH2:9][N:8]([CH:16]1[CH2:21][CH2:20][N:19]([CH2:22][CH2:23][CH3:24])[CH2:18][CH2:17]1)[CH2:7][CH2:6]2.O.NN. The catalyst is [Fe](Cl)(Cl)Cl.CO. The product is [CH3:1][O:2][C:3]1[CH:4]=[C:5]2[C:10](=[CH:11][C:12]=1[NH2:13])[CH2:9][N:8]([CH:16]1[CH2:21][CH2:20][N:19]([CH2:22][CH2:23][CH3:24])[CH2:18][CH2:17]1)[CH2:7][CH2:6]2. The yield is 0.420. (8) The reactants are [C:1]([C:5]1[CH:6]=[C:7]2[C:12](=[C:13]([F:15])[CH:14]=1)[C:11](=[O:16])[N:10]([C:17]1[N:24]=[CH:23][CH:22]=[C:21](Cl)[C:18]=1[CH:19]=[O:20])[N:9]=[CH:8]2)([CH3:4])([CH3:3])[CH3:2].[CH2:26]([C@H:28]1[CH2:33][N:32]([CH:34]2[CH2:37][O:36][CH2:35]2)[CH2:31][CH2:30][N:29]1[C:38]1[CH:39]=[CH:40][C:41]([NH:44][C:45]2[C:46](=[O:61])[N:47]([CH3:60])[CH:48]=[C:49](B3OC(C)(C)C(C)(C)O3)[CH:50]=2)=[N:42][CH:43]=1)[CH3:27].[O-]P([O-])([O-])=O.[K+].[K+].[K+].CC([O-])=O.[Na+]. The catalyst is C1C=CC(P(C2C=CC=CC=2)[C-]2C=CC=C2)=CC=1.C1C=CC(P(C2C=CC=CC=2)[C-]2C=CC=C2)=CC=1.Cl[Pd]Cl.[Fe+2].O.CC#N. The product is [C:1]([C:5]1[CH:6]=[C:7]2[C:12](=[C:13]([F:15])[CH:14]=1)[C:11](=[O:16])[N:10]([C:17]1[N:24]=[CH:23][CH:22]=[C:21]([C:49]3[CH:50]=[C:45]([NH:44][C:41]4[CH:40]=[CH:39][C:38]([N:29]5[CH2:30][CH2:31][N:32]([CH:34]6[CH2:35][O:36][CH2:37]6)[CH2:33][C@@H:28]5[CH2:26][CH3:27])=[CH:43][N:42]=4)[C:46](=[O:61])[N:47]([CH3:60])[CH:48]=3)[C:18]=1[CH:19]=[O:20])[N:9]=[CH:8]2)([CH3:4])([CH3:3])[CH3:2]. The yield is 0.490. (9) The reactants are [C:1]([C:3]1[CH:8]=[CH:7][CH:6]=[CH:5][CH:4]=1)#[CH:2].[Cl:9][C:10]1[C:15]([NH2:16])=[C:14](Cl)[N:13]=[CH:12][N:11]=1.CCN(C(C)C)C(C)C. The catalyst is COCCOC.C(Cl)Cl.C1C=CC([P]([Pd]([P](C2C=CC=CC=2)(C2C=CC=CC=2)C2C=CC=CC=2)([P](C2C=CC=CC=2)(C2C=CC=CC=2)C2C=CC=CC=2)[P](C2C=CC=CC=2)(C2C=CC=CC=2)C2C=CC=CC=2)(C2C=CC=CC=2)C2C=CC=CC=2)=CC=1.[Cu]I. The product is [Cl:9][C:10]1[C:15]([NH2:16])=[C:14]([C:2]#[C:1][C:3]2[CH:8]=[CH:7][CH:6]=[CH:5][CH:4]=2)[N:13]=[CH:12][N:11]=1. The yield is 0.220.